Dataset: Peptide-MHC class II binding affinity with 134,281 pairs from IEDB. Task: Regression. Given a peptide amino acid sequence and an MHC pseudo amino acid sequence, predict their binding affinity value. This is MHC class II binding data. (1) The peptide sequence is GAMAKKGQEDKLRKA. The MHC is DRB1_0101 with pseudo-sequence DRB1_0101. The binding affinity (normalized) is 0.359. (2) The peptide sequence is PSPIGYLGLLSQRTR. The MHC is DRB1_1501 with pseudo-sequence DRB1_1501. The binding affinity (normalized) is 0.590.